This data is from Forward reaction prediction with 1.9M reactions from USPTO patents (1976-2016). The task is: Predict the product of the given reaction. (1) Given the reactants [ClH:1].Cl.[NH2:3][N:4]1[CH2:9][CH2:8][O:7][CH2:6][C:5]1([CH3:11])[CH3:10].C(N(CC)CC)C.[F:19][C:20]([F:53])([F:52])[C:21]1[CH:22]=[C:23]([CH:45]=[C:46]([C:48]([F:51])([F:50])[F:49])[CH:47]=1)[C:24]([N:26]1[CH2:31][CH2:30][N:29]([CH2:32][CH2:33][CH:34]=O)[CH2:28][C@H:27]1[CH2:36][C:37]1[CH:42]=[CH:41][C:40]([CH3:43])=[C:39]([CH3:44])[CH:38]=1)=[O:25], predict the reaction product. The product is: [ClH:1].[ClH:1].[F:53][C:20]([F:19])([F:52])[C:21]1[CH:22]=[C:23]([CH:45]=[C:46]([C:48]([F:49])([F:50])[F:51])[CH:47]=1)[C:24]([N:26]1[CH2:31][CH2:30][N:29]([CH2:32][CH2:33][CH:34]=[N:3][N:4]2[CH2:9][CH2:8][O:7][CH2:6][C:5]2([CH3:11])[CH3:10])[CH2:28][C@H:27]1[CH2:36][C:37]1[CH:42]=[CH:41][C:40]([CH3:43])=[C:39]([CH3:44])[CH:38]=1)=[O:25]. (2) Given the reactants [C:1]1([C:10]2[C:5](=[CH:6][CH:7]=[CH:8][CH:9]=2)[CH2:4][O:3]1)=[O:2].[Li+].[CH3:12][Si]([N-][Si](C)(C)C)(C)C.[I-].C[CH:23]=[N+:24]=[CH:25]C, predict the reaction product. The product is: [CH3:23][N:24]([CH2:25][CH:4]1[C:5]2[C:10](=[CH:9][CH:8]=[CH:7][CH:6]=2)[C:1](=[O:2])[O:3]1)[CH3:12]. (3) Given the reactants [O:1]1[CH:5]=[CH:4][C:3]([CH2:6][N:7]2[C:15]3[C:10](=[CH:11][C:12]([O:16][CH3:17])=[CH:13][CH:14]=3)[C:9]([CH:18]3[CH2:23][CH2:22][NH:21][CH2:20][CH2:19]3)=[CH:8]2)=[CH:2]1.C[O:25][C:26](=[O:35])[C:27]1[CH:32]=[CH:31][CH:30]=[C:29]([CH2:33]Br)[CH:28]=1, predict the reaction product. The product is: [O:1]1[CH:5]=[CH:4][C:3]([CH2:6][N:7]2[C:15]3[C:10](=[CH:11][C:12]([O:16][CH3:17])=[CH:13][CH:14]=3)[C:9]([CH:18]3[CH2:23][CH2:22][N:21]([CH2:33][C:29]4[CH:28]=[C:27]([CH:32]=[CH:31][CH:30]=4)[C:26]([OH:35])=[O:25])[CH2:20][CH2:19]3)=[CH:8]2)=[CH:2]1. (4) Given the reactants [CH3:1][O:2][C:3]1[CH:8]=[C:7]([CH2:9][CH2:10][CH3:11])[CH:6]=[CH:5][C:4]=1[OH:12].[Na+].[I-].C([O-])([O-])=O.[K+].[K+].[S:21](Cl)([C:24]1[CH:30]=[CH:29][C:27]([CH3:28])=[CH:26][CH:25]=1)(=[O:23])=[O:22], predict the reaction product. The product is: [CH3:28][C:27]1[CH:29]=[CH:30][C:24]([S:21]([O:12][C:4]2[CH:5]=[CH:6][C:7]([CH2:9][CH2:10][CH3:11])=[CH:8][C:3]=2[O:2][CH3:1])(=[O:23])=[O:22])=[CH:25][CH:26]=1. (5) Given the reactants [CH3:1][C:2]1([C:7]2[O:11][C:10]([CH2:12][N:13]3[CH:17]=[CH:16][C:15]([NH2:18])=[N:14]3)=[CH:9][CH:8]=2)[O:6]CCO1.[F:19][C:20]([F:36])([F:35])[C:21]1[CH:22]=[C:23]([C:27]2[O:31][CH:30]=[N:29][C:28]=2[C:32](O)=[O:33])[CH:24]=[CH:25][CH:26]=1, predict the reaction product. The product is: [C:2]([C:7]1[O:11][C:10]([CH2:12][N:13]2[CH:17]=[CH:16][C:15]([NH:18][C:32]([C:28]3[N:29]=[CH:30][O:31][C:27]=3[C:23]3[CH:24]=[CH:25][CH:26]=[C:21]([C:20]([F:36])([F:19])[F:35])[CH:22]=3)=[O:33])=[N:14]2)=[CH:9][CH:8]=1)(=[O:6])[CH3:1]. (6) Given the reactants [NH2:1][C:2]1[N:7]=[C:6]([C:8]2[O:9][CH:10]=[CH:11][CH:12]=2)[C:5]([C:13]#[N:14])=[C:4](S(C)=O)[N:3]=1.[OH:18][CH2:19][C:20]1[N:25]=[CH:24][C:23]([O:26][C:27](=[O:31])[N:28]([CH3:30])[CH3:29])=[CH:22][CH:21]=1.C1CCN2C(=NCCC2)CC1, predict the reaction product. The product is: [NH2:1][C:2]1[N:3]=[C:4]([O:18][CH2:19][C:20]2[N:25]=[CH:24][C:23]([O:26][C:27](=[O:31])[N:28]([CH3:29])[CH3:30])=[CH:22][CH:21]=2)[C:5]([C:13]#[N:14])=[C:6]([C:8]2[O:9][CH:10]=[CH:11][CH:12]=2)[N:7]=1. (7) Given the reactants Br[C:2]1[CH:18]=[CH:17][C:5]([C:6]([NH:8][C:9]2[CH:14]=[C:13]([C:15]#[N:16])[CH:12]=[CH:11][N:10]=2)=[O:7])=[CH:4][CH:3]=1.[CH3:19][C:20]1([CH3:36])[C:24]([CH3:26])([CH3:25])[O:23][B:22]([B:22]2[O:23][C:24]([CH3:26])([CH3:25])[C:20]([CH3:36])([CH3:19])[O:21]2)[O:21]1.C([O-])([O-])=O.[K+].[K+], predict the reaction product. The product is: [C:15]([C:13]1[CH:12]=[CH:11][N:10]=[C:9]([NH:8][C:6](=[O:7])[C:5]2[CH:17]=[CH:18][C:2]([B:22]3[O:23][C:24]([CH3:26])([CH3:25])[C:20]([CH3:36])([CH3:19])[O:21]3)=[CH:3][CH:4]=2)[CH:14]=1)#[N:16].